This data is from Peptide-MHC class I binding affinity with 185,985 pairs from IEDB/IMGT. The task is: Regression. Given a peptide amino acid sequence and an MHC pseudo amino acid sequence, predict their binding affinity value. This is MHC class I binding data. (1) The peptide sequence is AIAGLFGA. The MHC is HLA-A24:02 with pseudo-sequence HLA-A24:02. The binding affinity (normalized) is 0. (2) The peptide sequence is QLAKRSEIL. The MHC is HLA-B58:01 with pseudo-sequence HLA-B58:01. The binding affinity (normalized) is 0.0847. (3) The peptide sequence is TTDAEACYIY. The MHC is HLA-A11:01 with pseudo-sequence HLA-A11:01. The binding affinity (normalized) is 0.511. (4) The peptide sequence is NQQEFVRAL. The MHC is Mamu-B1001 with pseudo-sequence Mamu-B1001. The binding affinity (normalized) is 0.979. (5) The peptide sequence is LRYEGGAAL. The MHC is HLA-B14:02 with pseudo-sequence HLA-B14:02. The binding affinity (normalized) is 0.513. (6) The peptide sequence is KRFNITVSK. The MHC is HLA-B58:01 with pseudo-sequence HLA-B58:01. The binding affinity (normalized) is 0.0847.